Task: Regression. Given two drug SMILES strings and cell line genomic features, predict the synergy score measuring deviation from expected non-interaction effect.. Dataset: NCI-60 drug combinations with 297,098 pairs across 59 cell lines (1) Drug 1: CC(C1=C(C=CC(=C1Cl)F)Cl)OC2=C(N=CC(=C2)C3=CN(N=C3)C4CCNCC4)N. Drug 2: CN(C(=O)NC(C=O)C(C(C(CO)O)O)O)N=O. Cell line: A498. Synergy scores: CSS=-0.711, Synergy_ZIP=-1.73, Synergy_Bliss=-4.96, Synergy_Loewe=-14.0, Synergy_HSA=-5.69. (2) Drug 1: C1CC(=O)NC(=O)C1N2C(=O)C3=CC=CC=C3C2=O. Drug 2: C1C(C(OC1N2C=NC(=NC2=O)N)CO)O. Cell line: DU-145. Synergy scores: CSS=1.48, Synergy_ZIP=2.72, Synergy_Bliss=5.87, Synergy_Loewe=-0.831, Synergy_HSA=0.691. (3) Drug 1: C1CN1C2=NC(=NC(=N2)N3CC3)N4CC4. Drug 2: CN(CC1=CN=C2C(=N1)C(=NC(=N2)N)N)C3=CC=C(C=C3)C(=O)NC(CCC(=O)O)C(=O)O. Cell line: SR. Synergy scores: CSS=81.5, Synergy_ZIP=-0.929, Synergy_Bliss=-1.30, Synergy_Loewe=-2.66, Synergy_HSA=-0.885. (4) Drug 1: CC1C(C(CC(O1)OC2CC(CC3=C2C(=C4C(=C3O)C(=O)C5=C(C4=O)C(=CC=C5)OC)O)(C(=O)CO)O)N)O.Cl. Drug 2: COC1=CC(=CC(=C1O)OC)C2C3C(COC3=O)C(C4=CC5=C(C=C24)OCO5)OC6C(C(C7C(O6)COC(O7)C8=CC=CS8)O)O. Cell line: PC-3. Synergy scores: CSS=29.0, Synergy_ZIP=0.107, Synergy_Bliss=-0.842, Synergy_Loewe=-6.86, Synergy_HSA=0.00889. (5) Drug 1: C1=CC(=CC=C1CC(C(=O)O)N)N(CCCl)CCCl.Cl. Drug 2: CC1=C2C(C(=O)C3(C(CC4C(C3C(C(C2(C)C)(CC1OC(=O)C(C(C5=CC=CC=C5)NC(=O)OC(C)(C)C)O)O)OC(=O)C6=CC=CC=C6)(CO4)OC(=O)C)O)C)O. Cell line: SK-OV-3. Synergy scores: CSS=44.1, Synergy_ZIP=3.70, Synergy_Bliss=5.00, Synergy_Loewe=-3.10, Synergy_HSA=5.87. (6) Drug 1: C1=NC(=NC(=O)N1C2C(C(C(O2)CO)O)O)N. Drug 2: CCC1(C2=C(COC1=O)C(=O)N3CC4=CC5=C(C=CC(=C5CN(C)C)O)N=C4C3=C2)O.Cl. Cell line: OVCAR-8. Synergy scores: CSS=38.4, Synergy_ZIP=-2.95, Synergy_Bliss=2.97, Synergy_Loewe=3.67, Synergy_HSA=6.68. (7) Drug 1: C1C(C(OC1N2C=C(C(=O)NC2=O)F)CO)O. Drug 2: CC(C)NC(=O)C1=CC=C(C=C1)CNNC.Cl. Cell line: OVCAR-5. Synergy scores: CSS=12.2, Synergy_ZIP=-6.62, Synergy_Bliss=-0.809, Synergy_Loewe=-15.1, Synergy_HSA=-0.630. (8) Cell line: NCI/ADR-RES. Drug 1: CC1C(C(CC(O1)OC2CC(CC3=C2C(=C4C(=C3O)C(=O)C5=C(C4=O)C(=CC=C5)OC)O)(C(=O)C)O)N)O.Cl. Drug 2: C1CNP(=O)(OC1)N(CCCl)CCCl. Synergy scores: CSS=3.19, Synergy_ZIP=3.03, Synergy_Bliss=7.37, Synergy_Loewe=2.02, Synergy_HSA=3.51. (9) Drug 1: CC1CCC2CC(C(=CC=CC=CC(CC(C(=O)C(C(C(=CC(C(=O)CC(OC(=O)C3CCCCN3C(=O)C(=O)C1(O2)O)C(C)CC4CCC(C(C4)OC)O)C)C)O)OC)C)C)C)OC. Drug 2: CCC1=C2CN3C(=CC4=C(C3=O)COC(=O)C4(CC)O)C2=NC5=C1C=C(C=C5)O. Cell line: ACHN. Synergy scores: CSS=58.8, Synergy_ZIP=-1.28, Synergy_Bliss=0.239, Synergy_Loewe=-12.6, Synergy_HSA=3.77.